Dataset: Catalyst prediction with 721,799 reactions and 888 catalyst types from USPTO. Task: Predict which catalyst facilitates the given reaction. (1) Reactant: [O:1]=[C:2]1[CH2:7][CH2:6][CH2:5][CH:4]([C:8]([OH:10])=[O:9])[CH2:3]1.[CH2:11](O)[CH3:12]. Product: [O:1]=[C:2]1[CH2:7][CH2:6][CH2:5][CH:4]([C:8]([O:10][CH2:11][CH3:12])=[O:9])[CH2:3]1. The catalyst class is: 11. (2) Reactant: [Cl:1][C:2]1[CH:7]=[CH:6][C:5]([CH:8]([C:26]2[CH:31]=[CH:30][C:29]([Cl:32])=[CH:28][CH:27]=2)[C:9]2[CH:10]=[C:11]3[C:16](=[CH:17][CH:18]=2)[N:15]=[N:14][CH:13]=[C:12]3[NH:19][CH:20]2[CH2:25][CH2:24][NH:23][CH2:22][CH2:21]2)=[CH:4][CH:3]=1.[CH:33]([C:35]1[S:39][C:38]([C:40]([OH:42])=[O:41])=[CH:37][CH:36]=1)=O.[BH3-]C#N.[Na+].CC(O)=O. Product: [Cl:1][C:2]1[CH:7]=[CH:6][C:5]([CH:8]([C:26]2[CH:27]=[CH:28][C:29]([Cl:32])=[CH:30][CH:31]=2)[C:9]2[CH:10]=[C:11]3[C:16](=[CH:17][CH:18]=2)[N:15]=[N:14][CH:13]=[C:12]3[NH:19][CH:20]2[CH2:21][CH2:22][N:23]([CH2:33][C:35]3[S:39][C:38]([C:40]([OH:42])=[O:41])=[CH:37][CH:36]=3)[CH2:24][CH2:25]2)=[CH:4][CH:3]=1. The catalyst class is: 24. (3) Reactant: Cl[C:2]1[N:7]=[CH:6][C:5]([C:8]([OH:10])=[O:9])=[CH:4][C:3]=1[I:11].[OH-].[K+].[F:14][C:15]([F:19])([F:18])[CH2:16][OH:17].Cl. Product: [I:11][C:3]1[C:2]([O:17][CH2:16][C:15]([F:19])([F:18])[F:14])=[N:7][CH:6]=[C:5]([CH:4]=1)[C:8]([OH:10])=[O:9]. The catalyst class is: 58. (4) Product: [CH3:1][CH2:2][CH2:3][CH2:4][CH2:5][N:6]([CH2:8][CH2:9][C:10]([P:16]([O-:19])([OH:18])=[O:17])([P:12]([OH:15])([OH:14])=[O:13])[OH:11])[CH3:7].[Na+:21]. The catalyst class is: 10. Reactant: [CH3:1][CH2:2][CH2:3][CH2:4][CH2:5][N:6]([CH2:8][CH2:9][C:10]([P:16]([OH:19])([OH:18])=[O:17])([P:12]([OH:15])([OH:14])=[O:13])[OH:11])[CH3:7].[OH-].[Na+:21].CC(C)=O. (5) Reactant: [Cl:1][C:2]1[CH:3]=[C:4]2[C:8](=[C:9]([F:11])[CH:10]=1)[NH:7][C:6]1[CH2:12][CH:13]3[N:17]([CH2:18][C:5]2=1)[CH2:16][CH2:15][CH2:14]3.[H-].[Na+].[CH3:21][C:22]1([C:25]2[CH:26]=[N:27][CH:28]=[CH:29][CH:30]=2)[CH2:24][O:23]1. Product: [Cl:1][C:2]1[CH:3]=[C:4]2[C:8](=[C:9]([F:11])[CH:10]=1)[N:7]([CH2:21][C:22]([C:25]1[CH:26]=[N:27][CH:28]=[CH:29][CH:30]=1)([OH:23])[CH3:24])[C:6]1[CH2:12][CH:13]3[N:17]([CH2:18][C:5]2=1)[CH2:16][CH2:15][CH2:14]3. The catalyst class is: 3.